This data is from Full USPTO retrosynthesis dataset with 1.9M reactions from patents (1976-2016). The task is: Predict the reactants needed to synthesize the given product. (1) Given the product [Cl:15][C:16]1[CH:17]=[C:18]([N:23]2[C:32]3[C:27](=[CH:28][C:29]([F:34])=[C:30]([N:5]4[CH2:6][CH2:7][N:2]([CH3:1])[CH2:3][CH2:4]4)[CH:31]=3)[C:26](=[O:35])[N:25]([O:36][CH2:37][C:38]3[CH:43]=[CH:42][CH:41]=[CH:40][CH:39]=3)[C:24]2=[O:44])[CH:19]=[CH:20][C:21]=1[F:22], predict the reactants needed to synthesize it. The reactants are: [CH3:1][N:2]1[CH2:7][CH2:6][NH:5][CH2:4][CH2:3]1.C(N(CC)CC)C.[Cl:15][C:16]1[CH:17]=[C:18]([N:23]2[C:32]3[C:27](=[CH:28][C:29]([F:34])=[C:30](F)[CH:31]=3)[C:26](=[O:35])[N:25]([O:36][CH2:37][C:38]3[CH:43]=[CH:42][CH:41]=[CH:40][CH:39]=3)[C:24]2=[O:44])[CH:19]=[CH:20][C:21]=1[F:22]. (2) Given the product [CH3:25][O:24][C:20]1[C:19]([O:35][CH3:34])=[CH:18][C:17]2[C:10]3[C:9](=[C:8]4[CH:7]=[CH:6][CH:5]=[C:4]([N+:1]([O-:3])=[O:2])[C:13]4=[N:12][CH:11]=3)[N:14]([CH2:28][CH2:29][N:30]([CH3:32])[CH3:31])[C:15](=[O:27])[C:16]=2[CH:21]=1, predict the reactants needed to synthesize it. The reactants are: [N+:1]([C:4]1[CH:5]=[CH:6][CH:7]=[C:8]2[C:13]=1[N:12]=[CH:11][CH:10]=[C:9]2[N:14]([CH2:28][CH2:29][N:30]([CH3:32])[CH3:31])[C:15](=[O:27])[C:16]1[C:21](OC)=[C:20]([O:24][CH3:25])[CH:19]=[CH:18][C:17]=1I)([O-:3])=[O:2].C(Cl)(=O)[C:34](Cl)=[O:35].COC1C=C(C(I)=CC=1OC)C(O)=O.[N+](C1C=CC=C2C=1N=CC=C2NCCN(C)C)([O-])=O.C(N(CC)CC)C. (3) Given the product [Cl:8][C:6]1[N:5]=[N:4][C:3]([NH2:9])=[C:2]([N:13]2[CH2:18][CH2:17][O:16][CH2:15][CH2:14]2)[CH:7]=1, predict the reactants needed to synthesize it. The reactants are: Br[C:2]1[CH:7]=[C:6]([Cl:8])[N:5]=[N:4][C:3]=1[NH2:9].C(#N)C.[NH:13]1[CH2:18][CH2:17][O:16][CH2:15][CH2:14]1. (4) Given the product [CH2:3]([C:5]1[CH:10]=[CH:9][CH:8]=[C:7]([CH2:11][CH3:12])[C:6]=1[C:13]1[S:14][C:15]([CH2:19][OH:20])=[C:16]([CH3:18])[N:17]=1)[CH3:4], predict the reactants needed to synthesize it. The reactants are: [BH4-].[Na+].[CH2:3]([C:5]1[CH:10]=[CH:9][CH:8]=[C:7]([CH2:11][CH3:12])[C:6]=1[C:13]1[S:14][C:15]([CH:19]=[O:20])=[C:16]([CH3:18])[N:17]=1)[CH3:4]. (5) Given the product [F:3][C:4]1[C:14]([C:15]([OH:17])=[O:16])=[CH:13][C:7]2[NH:8][C:9](=[O:12])[CH2:10][O:11][C:6]=2[C:5]=1[F:19], predict the reactants needed to synthesize it. The reactants are: [OH-].[Na+].[F:3][C:4]1[C:14]([C:15]([O:17]C)=[O:16])=[CH:13][C:7]2[NH:8][C:9](=[O:12])[CH2:10][O:11][C:6]=2[C:5]=1[F:19].Cl. (6) Given the product [C:1]([C:3]1[C:7]([CH2:15][OH:16])=[C:6]([O:8][CH:21]([F:23])[F:22])[N:5]([C:9]2[CH:10]=[CH:11][CH:12]=[CH:13][CH:14]=2)[N:4]=1)#[N:2], predict the reactants needed to synthesize it. The reactants are: [C:1]([C:3]1[CH:7]=[C:6]([OH:8])[N:5]([C:9]2[CH:14]=[CH:13][CH:12]=[CH:11][CH:10]=2)[N:4]=1)#[N:2].[CH2:15]=[O:16].C(#N)C.Cl[CH:21]([F:23])[F:22]. (7) Given the product [CH3:9][N:8]1[C:7]2[CH:6]=[C:5]([C:10]3[CH:15]=[CH:14][C:13]([O:16][CH2:17][C:18]4[CH:19]=[N:20][CH:21]=[CH:22][CH:23]=4)=[C:12]([C:24]([F:27])([F:26])[F:25])[CH:11]=3)[N:4]=[C:3]([C:28]#[N:29])[C:2]=2[N:1]=[N:30]1, predict the reactants needed to synthesize it. The reactants are: [NH2:1][C:2]1[C:3]([C:28]#[N:29])=[N:4][C:5]([C:10]2[CH:15]=[CH:14][C:13]([O:16][CH2:17][C:18]3[CH:19]=[N:20][CH:21]=[CH:22][CH:23]=3)=[C:12]([C:24]([F:27])([F:26])[F:25])[CH:11]=2)=[CH:6][C:7]=1[NH:8][CH3:9].[N:30]([O-])=O.[Na+].